The task is: Predict the product of the given reaction.. This data is from Forward reaction prediction with 1.9M reactions from USPTO patents (1976-2016). (1) Given the reactants [CH2:1]([O:3][C:4]([C:6]1[S:14][C:9]2=[CH:10][N:11]=[CH:12][CH:13]=[C:8]2[C:7]=1OS(C(F)(F)C(F)(F)C(F)(F)C(F)(F)F)(=O)=O)=[O:5])[CH3:2].[Br:32][C:33]1[CH:39]=[CH:38][C:36]([NH2:37])=[C:35]([F:40])[CH:34]=1.CC1(C)C2C(=C(P(C3C=CC=CC=3)C3C=CC=CC=3)C=CC=2)OC2C(P(C3C=CC=CC=3)C3C=CC=CC=3)=CC=CC1=2.C1CCN2C(=NCCC2)CC1, predict the reaction product. The product is: [CH2:1]([O:3][C:4]([C:6]1[S:14][C:9]2=[CH:10][N:11]=[CH:12][CH:13]=[C:8]2[C:7]=1[NH:37][C:36]1[CH:38]=[CH:39][C:33]([Br:32])=[CH:34][C:35]=1[F:40])=[O:5])[CH3:2]. (2) Given the reactants [Si:1]([O:8][CH2:9][C@@H:10]1[C:15]([CH:16]2[CH2:18][CH2:17]2)=[CH:14][C@H:13](O)[CH2:12][N:11]1[C:20]([O:22][C:23]([CH3:26])([CH3:25])[CH3:24])=[O:21])([C:4]([CH3:7])([CH3:6])[CH3:5])([CH3:3])[CH3:2].[CH2:27]([O:30][NH:31][S:32]([C:35]1[CH:40]=[CH:39][CH:38]=[CH:37][C:36]=1[N+:41]([O-:43])=[O:42])(=[O:34])=[O:33])[CH:28]=[CH2:29].C(ON([C@H]1CN(C(OC(C)(C)C)=O)[C@H](CO[Si](C(C)(C)C)(C)C)C=C1C)S(C1C=CC=CC=1[N+]([O-])=O)(=O)=O)C=C, predict the reaction product. The product is: [CH2:27]([O:30][N:31]([C@H:13]1[CH2:12][N:11]([C:20]([O:22][C:23]([CH3:24])([CH3:25])[CH3:26])=[O:21])[C@H:10]([CH2:9][O:8][Si:1]([C:4]([CH3:7])([CH3:5])[CH3:6])([CH3:3])[CH3:2])[C:15]([CH:16]2[CH2:17][CH2:18]2)=[CH:14]1)[S:32]([C:35]1[CH:40]=[CH:39][CH:38]=[CH:37][C:36]=1[N+:41]([O-:43])=[O:42])(=[O:34])=[O:33])[CH:28]=[CH2:29]. (3) Given the reactants [C:1]([O:5][CH:6]([C:11]1[C:12]([C:21]2[CH:26]=[CH:25][C:24]([CH3:27])=[CH:23][CH:22]=2)=[C:13]2[CH:20]=[CH:19][NH:18][C:14]2=[N:15][C:16]=1[CH3:17])[C:7]([O:9][CH3:10])=[O:8])([CH3:4])([CH3:3])[CH3:2].[H-].[Na+].Br[CH2:31][C:32]1[CH:37]=[CH:36][C:35]([F:38])=[C:34]([CH3:39])[CH:33]=1, predict the reaction product. The product is: [C:1]([O:5][CH:6]([C:11]1[C:12]([C:21]2[CH:26]=[CH:25][C:24]([CH3:27])=[CH:23][CH:22]=2)=[C:13]2[CH:20]=[CH:19][N:18]([CH2:31][C:32]3[CH:37]=[CH:36][C:35]([F:38])=[C:34]([CH3:39])[CH:33]=3)[C:14]2=[N:15][C:16]=1[CH3:17])[C:7]([O:9][CH3:10])=[O:8])([CH3:4])([CH3:3])[CH3:2]. (4) Given the reactants [CH:1]([N:4]([CH3:15])[C@@H:5]1[CH2:10][CH2:9][C@H:8]([NH2:11])[C@H:7]([CH2:12][O:13][CH3:14])[CH2:6]1)([CH3:3])[CH3:2].[CH2:16]([O:23][C:24]([NH:26][CH2:27][C:28](O)=[O:29])=[O:25])[C:17]1[CH:22]=[CH:21][CH:20]=[CH:19][CH:18]=1.C(N(C(C)C)CC)(C)C.CN(C(ON1N=NC2C=CC=NC1=2)=[N+](C)C)C.F[P-](F)(F)(F)(F)F, predict the reaction product. The product is: [CH:1]([N:4]([CH3:15])[C@@H:5]1[CH2:10][CH2:9][C@H:8]([NH:11][C:28](=[O:29])[CH2:27][NH:26][C:24](=[O:25])[O:23][CH2:16][C:17]2[CH:22]=[CH:21][CH:20]=[CH:19][CH:18]=2)[C@H:7]([CH2:12][O:13][CH3:14])[CH2:6]1)([CH3:3])[CH3:2]. (5) The product is: [F:13][C:10]([F:11])([F:12])[C:9]([NH:8][CH2:7][C@@H:6]1[C@H:2]([OH:1])[CH2:3][NH:4][CH2:5]1)=[O:14]. Given the reactants [OH:1][C@H:2]1[C@@H:6]([CH2:7][NH:8][C:9](=[O:14])[C:10]([F:13])([F:12])[F:11])[CH2:5][N:4](C(OC(C)(C)C)=O)[CH2:3]1.Cl.O1CCOCC1, predict the reaction product. (6) Given the reactants [NH2:1][C:2]1[CH:7]=[CH:6][C:5]([N+:8]([O-:10])=[O:9])=[CH:4][C:3]=1[OH:11].[BH4-].[Na+].C(=O)([O-])[O-].[K+].[K+].CCOC(C)=O.[F:26][C:27]([F:32])([F:31])[C:28](O)=O, predict the reaction product. The product is: [F:26][C:27]([F:32])([F:31])[CH2:28][NH:1][C:2]1[CH:7]=[CH:6][C:5]([N+:8]([O-:10])=[O:9])=[CH:4][C:3]=1[OH:11]. (7) Given the reactants [Br:1][C:2]1[CH:3]=[N:4][C:5]2[N:6]([N:8]=[C:9]([C:11]([OH:13])=O)[CH:10]=2)[CH:7]=1.[CH3:14][CH:15]1[C:28]2[C:19](=[C:20]3[C:25](=[CH:26][CH:27]=2)[O:24][CH2:23][CH2:22][O:21]3)[CH2:18][CH2:17][NH:16]1, predict the reaction product. The product is: [Br:1][C:2]1[CH:3]=[N:4][C:5]2[N:6]([N:8]=[C:9]([C:11]([N:16]3[CH:15]([CH3:14])[C:28]4[C:19](=[C:20]5[C:25](=[CH:26][CH:27]=4)[O:24][CH2:23][CH2:22][O:21]5)[CH2:18][CH2:17]3)=[O:13])[CH:10]=2)[CH:7]=1. (8) Given the reactants O.[NH:2]1[CH2:7][CH2:6][CH:5]([C:8]([OH:10])=[O:9])[CH2:4][CH2:3]1.C(=O)(O)[O-].[Na+].[C:16](Cl)([O:18][CH2:19][C:20]1[CH:25]=[CH:24][CH:23]=[CH:22][CH:21]=1)=[O:17], predict the reaction product. The product is: [CH2:19]([O:18][C:16]([N:2]1[CH2:7][CH2:6][CH:5]([C:8]([OH:10])=[O:9])[CH2:4][CH2:3]1)=[O:17])[C:20]1[CH:25]=[CH:24][CH:23]=[CH:22][CH:21]=1.